From a dataset of Reaction yield outcomes from USPTO patents with 853,638 reactions. Predict the reaction yield, written as a fraction of the theoretical maximum amount of product (1.0 means a 100% yield; for example, 0.34 means a 34% yield). (1) The reactants are [Br:1][C:2]1[CH:7]=[CH:6][C:5]([CH2:8][OH:9])=[CH:4][CH:3]=1.[H-].[Na+].F[C:13]1[CH:18]=[CH:17][CH:16]=[C:15]([CH3:19])[N:14]=1. The catalyst is CN(C)C=O. The product is [Br:1][C:2]1[CH:7]=[CH:6][C:5]([CH2:8][O:9][C:13]2[CH:18]=[CH:17][CH:16]=[C:15]([CH3:19])[N:14]=2)=[CH:4][CH:3]=1. The yield is 0.810. (2) The reactants are C([O:3][C:4](=[O:22])[CH2:5][NH:6][C:7]([C:9]1[C:10](=[O:21])[S:11][C:12]2[C:17]([C:18]=1[OH:19])=[CH:16][CH:15]=[C:14]([F:20])[CH:13]=2)=[O:8])C.[OH-].[Na+]. The catalyst is O1CCCC1.CO. The product is [F:20][C:14]1[CH:13]=[C:12]2[C:17]([C:18]([OH:19])=[C:9]([C:7]([NH:6][CH2:5][C:4]([OH:22])=[O:3])=[O:8])[C:10](=[O:21])[S:11]2)=[CH:16][CH:15]=1. The yield is 0.750. (3) The reactants are [CH:1]1([C:4]([CH:6]2[CH2:10][CH2:9][N:8]([C@@H:11]([C:13]3[CH:18]=[CH:17][CH:16]=[CH:15][CH:14]=3)[CH3:12])[CH2:7]2)=O)[CH2:3][CH2:2]1.C([O-])(=O)C.[NH4+].C([BH3-])#[N:25].[Na+].[C:28](O[C:28]([O:30][C:31]([CH3:34])([CH3:33])[CH3:32])=[O:29])([O:30][C:31]([CH3:34])([CH3:33])[CH3:32])=[O:29]. The catalyst is CO.ClCCl. The product is [C:31]([O:30][C:28]([NH:25][C:1]1([CH2:4][CH:6]2[CH2:10][CH2:9][N:8]([C@@H:11]([C:13]3[CH:18]=[CH:17][CH:16]=[CH:15][CH:14]=3)[CH3:12])[CH2:7]2)[CH2:3][CH2:2]1)=[O:29])([CH3:34])([CH3:33])[CH3:32]. The yield is 0.555.